From a dataset of Peptide-MHC class II binding affinity with 134,281 pairs from IEDB. Regression. Given a peptide amino acid sequence and an MHC pseudo amino acid sequence, predict their binding affinity value. This is MHC class II binding data. (1) The peptide sequence is MKYLAAFLLLGLAGN. The MHC is HLA-DQA10501-DQB10201 with pseudo-sequence HLA-DQA10501-DQB10201. The binding affinity (normalized) is 0.142. (2) The peptide sequence is EYRSTVNPWASQLG. The MHC is DRB1_1101 with pseudo-sequence DRB1_1101. The binding affinity (normalized) is 0.160. (3) The peptide sequence is YDKFLANVSTQLTGK. The MHC is DRB1_0405 with pseudo-sequence DRB1_0405. The binding affinity (normalized) is 0.591. (4) The peptide sequence is APANPGLIIGAL. The MHC is DRB1_1101 with pseudo-sequence DRB1_1101. The binding affinity (normalized) is 0.0215. (5) The peptide sequence is SPVSILSTLSILNHG. The MHC is H-2-IAb with pseudo-sequence H-2-IAb. The binding affinity (normalized) is 0. (6) The peptide sequence is NSLLTSPLSINTRMT. The MHC is DRB5_0101 with pseudo-sequence DRB5_0101. The binding affinity (normalized) is 0.404.